Dataset: Full USPTO retrosynthesis dataset with 1.9M reactions from patents (1976-2016). Task: Predict the reactants needed to synthesize the given product. (1) Given the product [C:2]1([C:9]([O:11][CH3:12])=[O:10])([C:22]([O:21][CH3:20])=[O:23])[CH2:8][CH2:7][CH2:6][CH2:5][CH2:4][CH2:3]1, predict the reactants needed to synthesize it. The reactants are: C[C:2]1([C:9]([OH:11])=[O:10])[CH2:8][CH2:7][CH2:6][CH2:5][CH2:4][CH2:3]1.[CH:12](NC(C)C)(C)C.[Li].[CH3:20][O:21][C:22](Cl)=[O:23]. (2) Given the product [CH2:21]([O:20][P:18]([O:12][C:11]1[CH:13]=[CH:14][C:8]([CH2:6][CH3:7])=[C:9]([O:15][P:18]([O:1][CH2:5][CH3:4])([O:20][CH2:21][CH3:22])=[O:19])[CH:10]=1)([O:23][CH2:24][CH3:25])=[O:19])[CH3:22], predict the reactants needed to synthesize it. The reactants are: [O:1]1[CH2:5][CH2:4]CC1.[CH2:6]([C:8]1[CH:14]=[CH:13][C:11]([OH:12])=[CH:10][C:9]=1[OH:15])[CH3:7].[H-].[Na+].[P:18](Cl)([O:23][CH2:24][CH3:25])([O:20][CH2:21][CH3:22])=[O:19]. (3) Given the product [Cl:10][C:5]1[CH:4]=[C:3]([CH2:2][N:15]2[C:11](=[O:21])[C:12]3[C:13](=[CH:17][CH:18]=[CH:19][CH:20]=3)[C:14]2=[O:16])[CH:8]=[N:7][C:6]=1[Cl:9], predict the reactants needed to synthesize it. The reactants are: Br[CH2:2][C:3]1[CH:4]=[C:5]([Cl:10])[C:6]([Cl:9])=[N:7][CH:8]=1.[C:11]1(=[O:21])[NH:15][C:14](=[O:16])[C:13]2=[CH:17][CH:18]=[CH:19][CH:20]=[C:12]12.[K].O. (4) Given the product [CH3:9][O:10][C:11]1[CH:16]=[CH:15][C:14]([CH3:17])=[CH:13][C:12]=1[NH:18][C:19](=[O:20])[N:2]([CH3:1])[C:3]1[CH:8]=[N:7][CH:6]=[CH:5][N:4]=1, predict the reactants needed to synthesize it. The reactants are: [CH3:1][NH:2][C:3]1[CH:8]=[N:7][CH:6]=[CH:5][N:4]=1.[CH3:9][O:10][C:11]1[CH:16]=[CH:15][C:14]([CH3:17])=[CH:13][C:12]=1[N:18]=[C:19]=[O:20].CCOC(C)=O.CCCCCC.C(Cl)Cl.CO. (5) Given the product [CH2:1]([O:3][C:4]([C:5]1[CH:6]=[C:7]([C:9]2[CH:14]=[CH:13][CH:12]=[CH:11][C:10]=2[O:15][CH2:16][C:17]2[CH:22]=[CH:21][CH:20]=[CH:19][CH:18]=2)[NH:31][N:30]=1)=[O:24])[CH3:2], predict the reactants needed to synthesize it. The reactants are: [CH2:1]([O:3][C:4](=[O:24])[C:5](=O)[CH2:6][C:7]([C:9]1[CH:14]=[CH:13][CH:12]=[CH:11][C:10]=1[O:15][CH2:16][C:17]1[CH:22]=[CH:21][CH:20]=[CH:19][CH:18]=1)=O)[CH3:2].C(O)(=O)C.O.[NH2:30][NH2:31].C([O-])(O)=O.[Na+].